From a dataset of Forward reaction prediction with 1.9M reactions from USPTO patents (1976-2016). Predict the product of the given reaction. (1) Given the reactants [C:1](Cl)(Cl)=[O:2].[C:5]([C:7]1[S:8][C:9]2[CH:15]=[C:14]([OH:16])[CH:13]=[CH:12][C:10]=2[N:11]=1)#[N:6].N1C=CC=CC=1.[N:23]1[CH:28]=[CH:27][CH:26]=[CH:25][C:24]=1[S:29][S:30][CH2:31][CH2:32][CH2:33][OH:34], predict the reaction product. The product is: [C:1](=[O:2])([O:34][CH2:33][CH2:32][CH2:31][S:30][S:29][C:24]1[CH:25]=[CH:26][CH:27]=[CH:28][N:23]=1)[O:16][C:14]1[CH:13]=[CH:12][C:10]2[N:11]=[C:7]([C:5]#[N:6])[S:8][C:9]=2[CH:15]=1. (2) Given the reactants [CH2:1]=[C:2]([F:7])[C:3]([F:6])([F:5])[F:4].Cl[CH:9]([CH2:14][Cl:15])[C:10]([F:13])([F:12])[F:11].Cl[C:17]([C:19]([F:22])([F:21])[F:20])=[CH2:18], predict the reaction product. The product is: [Cl:15][CH:14]=[CH:9][C:10]([F:13])([F:12])[F:11].[F:4][C:3]([F:6])([F:5])[C:2]([F:20])([F:7])[CH3:1].[F:4][CH:18]=[CH:17][C:19]([F:22])([F:21])[F:20]. (3) Given the reactants Br[CH:2]([CH2:5][CH3:6])[CH2:3][CH3:4].[OH-].[K+].[N:9]1([CH2:14][C:15]2([C:46]3[CH:51]=[CH:50][C:49]([F:52])=[CH:48][C:47]=3[F:53])[O:19][CH2:18][CH:17]([CH2:20][S:21][C:22]3[CH:27]=[CH:26][C:25]([N:28]4[CH2:33][CH2:32][N:31]([C:34]5[CH:39]=[CH:38][C:37]([N:40]6[C:44](=[O:45])[NH:43][N:42]=[CH:41]6)=[CH:36][CH:35]=5)[CH2:30][CH2:29]4)=[CH:24][CH:23]=3)[CH2:16]2)[CH:13]=[N:12][CH:11]=[N:10]1, predict the reaction product. The product is: [N:9]1([CH2:14][C:15]2([C:46]3[CH:51]=[CH:50][C:49]([F:52])=[CH:48][C:47]=3[F:53])[O:19][CH2:18][CH:17]([CH2:20][S:21][C:22]3[CH:27]=[CH:26][C:25]([N:28]4[CH2:29][CH2:30][N:31]([C:34]5[CH:35]=[CH:36][C:37]([N:40]6[C:44](=[O:45])[N:43]([CH:2]([CH2:5][CH3:6])[CH2:3][CH3:4])[N:42]=[CH:41]6)=[CH:38][CH:39]=5)[CH2:32][CH2:33]4)=[CH:24][CH:23]=3)[CH2:16]2)[CH:13]=[N:12][CH:11]=[N:10]1. (4) Given the reactants C[O:2][C:3](=[O:24])[C:4]1[CH:9]=[CH:8][CH:7]=[C:6]([CH2:10][C:11]2[S:12][C:13]([C:16]3[CH:21]=[CH:20][C:19]([C:22]#[N:23])=[CH:18][CH:17]=3)=[N:14][N:15]=2)[CH:5]=1.CO.[OH-].[Na+].Cl, predict the reaction product. The product is: [C:22]([C:19]1[CH:18]=[CH:17][C:16]([C:13]2[S:12][C:11]([CH2:10][C:6]3[CH:5]=[C:4]([CH:9]=[CH:8][CH:7]=3)[C:3]([OH:24])=[O:2])=[N:15][N:14]=2)=[CH:21][CH:20]=1)#[N:23]. (5) The product is: [CH2:1]([O:8][C:9]1[CH:10]=[C:11]2[C:16](=[CH:17][CH:18]=1)[C:15](=[O:19])[N:14]([CH2:20][CH:21]1[CH2:23][CH2:22]1)[C:13]([CH2:24][N:35]1[C:31](=[O:41])[C:32]3[C:33](=[CH:37][CH:38]=[CH:39][CH:40]=3)[C:34]1=[O:36])=[C:12]2[O:26][CH2:27][CH2:28][CH2:29][CH3:30])[C:2]1[CH:7]=[CH:6][CH:5]=[CH:4][CH:3]=1. Given the reactants [CH2:1]([O:8][C:9]1[CH:10]=[C:11]2[C:16](=[CH:17][CH:18]=1)[C:15](=[O:19])[N:14]([CH2:20][CH:21]1[CH2:23][CH2:22]1)[C:13]([CH2:24]Cl)=[C:12]2[O:26][CH2:27][CH2:28][CH2:29][CH3:30])[C:2]1[CH:7]=[CH:6][CH:5]=[CH:4][CH:3]=1.[C:31]1(=[O:41])[NH:35][C:34](=[O:36])[C:33]2=[CH:37][CH:38]=[CH:39][CH:40]=[C:32]12.[K].O, predict the reaction product. (6) Given the reactants C[N:2]([CH3:19])[CH:3]=[CH:4][C:5]([C:7]1[CH:8]=[C:9]([N:13]([CH2:17][CH3:18])[C:14](=[O:16])[CH3:15])[CH:10]=[CH:11][CH:12]=1)=O.N[C:21]1[C:25]([C:26]#[N:27])=C[NH:23][N:22]=1.Cl, predict the reaction product. The product is: [CH3:18][CH2:17][N:13]([C:14]([CH3:15])=[O:16])[C:9]1[CH:10]=[CH:11][CH:12]=[C:7]([C:5]2[N:23]3[N:22]=[CH:21][C:25]([C:26]#[N:27])=[C:19]3[N:2]=[CH:3][CH:4]=2)[CH:8]=1. (7) Given the reactants [Cl:1][C:2]1[CH:10]=[CH:9][C:8]([Cl:11])=[CH:7][C:3]=1[C:4]([OH:6])=O.Cl.[NH2:13][CH2:14][C:15]1[CH:26]=[CH:25][C:24]([C:27]#[N:28])=[CH:23][C:16]=1[O:17][CH2:18][C:19]([NH:21][CH3:22])=[O:20], predict the reaction product. The product is: [Cl:1][C:2]1[CH:10]=[CH:9][C:8]([Cl:11])=[CH:7][C:3]=1[C:4]([NH:13][CH2:14][C:15]1[CH:26]=[CH:25][C:24]([C:27]#[N:28])=[CH:23][C:16]=1[O:17][CH2:18][C:19](=[O:20])[NH:21][CH3:22])=[O:6]. (8) The product is: [CH3:1][N:2]([CH3:15])[CH2:3][CH2:4][O:5][C:6]1[CH:7]=[C:8]([CH:9]=[CH:10][CH:11]=1)[NH2:12]. Given the reactants [CH3:1][N:2]([CH3:15])[CH2:3][CH2:4][O:5][C:6]1[CH:11]=[CH:10][CH:9]=[C:8]([N+:12]([O-])=O)[CH:7]=1.[Cl-].[NH4+], predict the reaction product.